From a dataset of Forward reaction prediction with 1.9M reactions from USPTO patents (1976-2016). Predict the product of the given reaction. (1) Given the reactants [Cl:1][C:2]1[CH:3]=[CH:4][C:5]([N:20]2[C:24]([Cl:25])=[C:23]([Cl:26])[N:22]=[C:21]2[CH:27]([OH:34])[CH2:28][CH:29]2[O:33][CH2:32][CH2:31][O:30]2)=[C:6]([C:8]([C:10]2[CH:15]=[CH:14][CH:13]=[C:12]([O:16][CH3:17])[C:11]=2[O:18][CH3:19])=O)[CH:7]=1.[BH4-].[Na+].C(OCC)(=O)C.O, predict the reaction product. The product is: [Cl:25][C:24]1[N:20]2[C:5]3[CH:4]=[CH:3][C:2]([Cl:1])=[CH:7][C:6]=3[CH:8]([C:10]3[CH:15]=[CH:14][CH:13]=[C:12]([O:16][CH3:17])[C:11]=3[O:18][CH3:19])[O:34][CH:27]([CH2:28][CH:29]3[O:33][CH2:32][CH2:31][O:30]3)[C:21]2=[N:22][C:23]=1[Cl:26]. (2) Given the reactants [OH:1][B:2]1[C:6]2[CH:7]=[CH:8][CH:9]=[CH:10][C:5]=2[CH:4]([C:11]#[N:12])[O:3]1.[CH3:13][C:14]([O:17][C:18](O[C:18]([O:17][C:14]([CH3:16])([CH3:15])[CH3:13])=[O:19])=[O:19])([CH3:16])[CH3:15].[BH4-].[Na+], predict the reaction product. The product is: [OH:1][B:2]1[C:6]2[CH:7]=[CH:8][CH:9]=[CH:10][C:5]=2[CH:4]([CH2:11][NH:12][C:18](=[O:19])[O:17][C:14]([CH3:16])([CH3:15])[CH3:13])[O:3]1.